Dataset: Catalyst prediction with 721,799 reactions and 888 catalyst types from USPTO. Task: Predict which catalyst facilitates the given reaction. Reactant: [F:1][C:2]1[CH:7]=[CH:6][CH:5]=[CH:4][C:3]=1[S:8][C:9]1[CH:10]=[CH:11][CH:12]=[C:13]2[C:17]=1[C:16](=[O:18])[N:15]([CH2:19][C:20]1[CH:25]=[CH:24][C:23]([C:26]3[CH:27]=[N:28][N:29]([CH3:31])[CH:30]=3)=[CH:22][CH:21]=1)[CH2:14]2.[OH:32]OS([O-])=O.[K+]. Product: [F:1][C:2]1[CH:7]=[CH:6][CH:5]=[CH:4][C:3]=1[S:8]([C:9]1[CH:10]=[CH:11][CH:12]=[C:13]2[C:17]=1[C:16](=[O:18])[N:15]([CH2:19][C:20]1[CH:25]=[CH:24][C:23]([C:26]3[CH:27]=[N:28][N:29]([CH3:31])[CH:30]=3)=[CH:22][CH:21]=1)[CH2:14]2)=[O:32]. The catalyst class is: 5.